This data is from Reaction yield outcomes from USPTO patents with 853,638 reactions. The task is: Predict the reaction yield, written as a fraction of the theoretical maximum amount of product (1.0 means a 100% yield; for example, 0.34 means a 34% yield). (1) The yield is 0.780. The reactants are [F:1][C:2]1[CH:15]=[CH:14][C:13]([F:16])=[CH:12][C:3]=1[O:4][C:5]1[CH:11]=[CH:10][C:8](N)=[CH:7][CH:6]=1.Cl.N([O-])=O.[Na+].[Na+].[I-:23]. The product is [F:1][C:2]1[CH:15]=[CH:14][C:13]([F:16])=[CH:12][C:3]=1[O:4][C:5]1[CH:11]=[CH:10][C:8]([I:23])=[CH:7][CH:6]=1. The catalyst is O. (2) The reactants are C([C:3]1[CH:19]=[CH:18][C:6]([O:7][C:8]2[CH:9]=[CH:10][C:11]3[B:15]([OH:16])[O:14][CH2:13][C:12]=3[CH:17]=2)=[CH:5][CH:4]=1)#N.[N-:20]=[N+:21]=[N-:22].[Na+].[Cl-].[NH4+].O.[CH3:27][N:28](C)C=O. No catalyst specified. The product is [OH:16][B:15]1[C:11]2[CH:10]=[CH:9][C:8]([O:7][C:6]3[CH:5]=[CH:4][C:3]([N:20]4[CH:27]=[N:28][N:22]=[N:21]4)=[CH:19][CH:18]=3)=[CH:17][C:12]=2[CH2:13][O:14]1. The yield is 0.230. (3) The reactants are [NH:1]1[CH:5]=[CH:4][N:3]=[C:2]1[NH:6][C:7]([C:9]1[C:17]2[NH:16][C:15]([NH2:18])=[N:14][C:13]=2[CH:12]=[CH:11][CH:10]=1)=[O:8].N1([C:24]([N:26]2[CH:30]=[CH:29][N:28]=[CH:27]2)=[O:25])C=CN=C1.C1C2[C:35](=[CH:36][CH:37]=[CH:38]C=2)[CH:34]=[C:33](N)N=1. The catalyst is CN(C=O)C. The product is [NH:3]1[CH:4]=[CH:5][N:1]=[C:2]1[NH:6][C:7]([C:9]1[C:17]2[N:16]=[C:15]([NH:18][C:24]([NH:26][C:27]3[N:28]=[CH:29][C:30]4[C:37]([CH:38]=3)=[CH:36][CH:35]=[CH:34][CH:33]=4)=[O:25])[NH:14][C:13]=2[CH:12]=[CH:11][CH:10]=1)=[O:8]. The yield is 0.200. (4) The reactants are [CH3:1][CH:2]1[CH2:7][CH2:6][CH:5]([NH:8][S:9]([NH:12]C(=O)OCC2C=CC=CC=2)(=[O:11])=[O:10])[CH2:4][CH2:3]1. The catalyst is O1CCCC1.C(O)C.[C].[Pd]. The product is [CH3:1][CH:2]1[CH2:7][CH2:6][CH:5]([NH:8][S:9]([NH2:12])(=[O:11])=[O:10])[CH2:4][CH2:3]1. The yield is 0.860. (5) The reactants are Cl[C:2]1[CH:3]=[C:4]([CH:8]=[C:9]([C:11]2[CH:12]=[CH:13][C:14]3[O:18][C:17]([C:19]4[CH:24]=[CH:23][C:22]([F:25])=[CH:21][CH:20]=4)=[C:16]([C:26](=[O:29])[NH:27][CH3:28])[C:15]=3[CH:30]=2)[CH:10]=1)[C:5](O)=[O:6].[CH3:31][CH:32]([CH3:35])[CH2:33][NH2:34].C(N(C(C)C)C(C)C)C.CN(C(ON1N=NC2C=CC=NC1=2)=[N+](C)C)C.F[P-](F)(F)(F)(F)F.[Cl:69]CCl. The catalyst is C(#N)C.CN(C=O)C. The product is [Cl:69][C:3]1[CH:2]=[CH:10][C:9]([C:11]2[CH:12]=[CH:13][C:14]3[O:18][C:17]([C:19]4[CH:24]=[CH:23][C:22]([F:25])=[CH:21][CH:20]=4)=[C:16]([C:26]([NH:27][CH3:28])=[O:29])[C:15]=3[CH:30]=2)=[CH:8][C:4]=1[C:5](=[O:6])[NH:34][CH2:33][CH:32]([CH3:35])[CH3:31]. The yield is 0.520. (6) The reactants are [Bi:1].[CH2:2]([CH:4]([CH2:8][CH2:9][CH2:10][CH3:11])[C:5]([O-:7])=[O:6])C.[Bi+3].[CH2:13]([CH:15]([CH2:19][CH2:20][CH2:21][CH3:22])[C:16]([O-:18])=[O:17])C.[CH2:23]([CH:25]([CH2:29][CH2:30][CH2:31][CH3:32])[C:26]([O-:28])=[O:27])C. No catalyst specified. The product is [C:5]([O-:7])(=[O:6])[CH2:4][CH2:8][CH2:9][CH2:10][CH2:11][C:15]([CH3:19])([CH3:16])[CH3:13].[Bi+3:1].[C:16]([O-:18])(=[O:17])[CH2:15][CH2:19][CH2:20][CH2:21][CH2:22][C:25]([CH3:29])([CH3:26])[CH3:23].[C:26]([O-:28])(=[O:27])[CH2:25][CH2:29][CH2:30][CH2:31][CH2:32][C:4]([CH3:8])([CH3:5])[CH3:2]. The yield is 0.900. (7) The reactants are [Cl:1][C:2]1[C:7]([B:8]2[O:12][C:11]([CH3:14])([CH3:13])[C:10]([CH3:16])([CH3:15])[O:9]2)=[CH:6][CH:5]=[CH:4][C:3]=1[OH:17].[C:18](=O)([O-])[O-].[K+].[K+].COS(OC)(=O)=O.Cl. The catalyst is CN(C=O)C. The product is [Cl:1][C:2]1[C:3]([O:17][CH3:18])=[CH:4][CH:5]=[CH:6][C:7]=1[B:8]1[O:12][C:11]([CH3:13])([CH3:14])[C:10]([CH3:16])([CH3:15])[O:9]1. The yield is 0.850.